From a dataset of Catalyst prediction with 721,799 reactions and 888 catalyst types from USPTO. Predict which catalyst facilitates the given reaction. (1) Reactant: C(OC([N:8]([CH2:17][CH:18]([NH:25][CH2:26][C:27]([O:29]C)=O)[CH2:19][CH2:20][N:21]([O:23][CH3:24])[CH3:22])[CH2:9][C:10]1[CH:15]=[CH:14][C:13]([F:16])=[CH:12][CH:11]=1)=O)(C)(C)C.C(O)(C(F)(F)F)=O. Product: [F:16][C:13]1[CH:12]=[CH:11][C:10]([CH2:9][N:8]2[CH2:17][CH:18]([CH2:19][CH2:20][N:21]([O:23][CH3:24])[CH3:22])[NH:25][CH2:26][C:27]2=[O:29])=[CH:15][CH:14]=1. The catalyst class is: 2. (2) Reactant: [CH:1]1([O:6][C:7](=[O:41])[C@@H:8]([NH2:40])[CH2:9][CH2:10][O:11][C:12]2[CH:21]=[C:20]3[C:15]([C:16]([O:22][C:23]4[CH:28]=[CH:27][C:26]([NH:29][C:30](=[O:37])[C:31]5[CH:36]=[CH:35][CH:34]=[CH:33][CH:32]=5)=[CH:25][CH:24]=4)=[CH:17][CH:18]=[N:19]3)=[CH:14][C:13]=2[O:38][CH3:39])[CH2:5][CH2:4][CH2:3][CH2:2]1.[C:42]1(=O)[CH2:47][CH2:46][CH2:45][CH2:44][CH2:43]1.C([BH3-])#N.[Na+]. Product: [CH:1]1([O:6][C:7](=[O:41])[C@@H:8]([NH:40][CH:42]2[CH2:47][CH2:46][CH2:45][CH2:44][CH2:43]2)[CH2:9][CH2:10][O:11][C:12]2[CH:21]=[C:20]3[C:15]([C:16]([O:22][C:23]4[CH:28]=[CH:27][C:26]([NH:29][C:30](=[O:37])[C:31]5[CH:32]=[CH:33][CH:34]=[CH:35][CH:36]=5)=[CH:25][CH:24]=4)=[CH:17][CH:18]=[N:19]3)=[CH:14][C:13]=2[O:38][CH3:39])[CH2:5][CH2:4][CH2:3][CH2:2]1. The catalyst class is: 130. (3) Reactant: [C:1]1([CH2:7][CH2:8][CH2:9][CH2:10][O:11][C:12]2[CH:17]=[C:16]([NH2:18])[C:15]([NH2:19])=[CH:14][CH:13]=2)[CH:6]=[CH:5][CH:4]=[CH:3][CH:2]=1.[O:20]=[C:21]1[C:29]2[C:24](=[CH:25][CH:26]=[CH:27][CH:28]=2)[C:23](=[O:30])[N:22]1[CH2:31][C:32]1[CH:46]=[CH:45][C:35]2[NH:36][C:37]([CH2:39][C:40](OCC)=O)=[N:38][C:34]=2[CH:33]=1. Product: [C:1]1([CH2:7][CH2:8][CH2:9][CH2:10][O:11][C:12]2[CH:13]=[CH:14][C:15]3[NH:19][C:40]([CH2:39][C:37]4[NH:38][C:34]5[CH:33]=[C:32]([CH2:31][N:22]6[C:23](=[O:30])[C:24]7[C:29](=[CH:28][CH:27]=[CH:26][CH:25]=7)[C:21]6=[O:20])[CH:46]=[CH:45][C:35]=5[N:36]=4)=[N:18][C:16]=3[CH:17]=2)[CH:6]=[CH:5][CH:4]=[CH:3][CH:2]=1. The catalyst class is: 27. (4) Reactant: [CH:1]1([C:4]#[C:5][C:6]([C:8]2[CH:13]=[CH:12][C:11]([N+:14]([O-:16])=[O:15])=[CH:10][CH:9]=2)=O)[CH2:3][CH2:2]1.[CH3:17][NH:18][NH2:19]. Product: [CH:1]1([C:4]2[CH:5]=[C:6]([C:8]3[CH:13]=[CH:12][C:11]([N+:14]([O-:16])=[O:15])=[CH:10][CH:9]=3)[N:18]([CH3:17])[N:19]=2)[CH2:3][CH2:2]1. The catalyst class is: 35. (5) The catalyst class is: 572. Reactant: [Cl:1][C:2]1[CH:3]=[CH:4][C:5]2[N:11]3[CH:12]=[CH:13][CH:14]=[C:10]3[C@@H:9]([CH2:15][CH2:16][C:17]([N:19]3[CH2:24][CH2:23][N:22]([CH2:25][C:26]([OH:28])=[O:27])[C:21](=[O:29])[CH2:20]3)=[O:18])[O:8][C@H:7]([C:30]3[CH:35]=[CH:34][CH:33]=[C:32]([O:36][CH3:37])[C:31]=3[O:38][CH3:39])[C:6]=2[CH:40]=1.C(N(CC)CC)C.[C:48]([O:54][CH2:55]Cl)(=[O:53])[C:49](C)(C)[CH3:50].CN(C)C=[O:60]. Product: [Cl:1][C:2]1[CH:3]=[CH:4][C:5]2[N:11]3[CH:12]=[CH:13][CH:14]=[C:10]3[C@@H:9]([CH2:15][CH2:16][C:17]([N:19]3[CH2:24][CH2:23][N:22]([CH2:25][C:26]([O:28][CH2:55][O:54][C:48](=[O:53])[C:49]([CH3:50])=[O:60])=[O:27])[C:21](=[O:29])[CH2:20]3)=[O:18])[O:8][C@H:7]([C:30]3[CH:35]=[CH:34][CH:33]=[C:32]([O:36][CH3:37])[C:31]=3[O:38][CH3:39])[C:6]=2[CH:40]=1. (6) Reactant: [CH3:1][N:2]([CH3:19])[CH2:3][CH2:4][NH:5][S:6]([C:9]1[S:13][C:12]([NH:14]C(=O)C)=[N:11][C:10]=1[CH3:18])(=[O:8])=[O:7].C([O-])(O)=O.[Na+]. Product: [CH3:1][N:2]([CH3:19])[CH2:3][CH2:4][NH:5][S:6]([C:9]1[S:13][C:12]([NH2:14])=[N:11][C:10]=1[CH3:18])(=[O:8])=[O:7]. The catalyst class is: 33. (7) Reactant: Cl[C:2]1[CH:7]=[CH:6][N:5]=[CH:4][C:3]=1[N+:8]([O-:10])=[O:9].C(N(CC)CC)C.[C:18]([O:22][C:23]([N:25]1[CH2:30][CH2:29][CH:28]([NH2:31])[CH2:27][CH2:26]1)=[O:24])([CH3:21])([CH3:20])[CH3:19]. Product: [C:18]([O:22][C:23]([N:25]1[CH2:30][CH2:29][CH:28]([NH:31][C:2]2[CH:7]=[CH:6][N:5]=[CH:4][C:3]=2[N+:8]([O-:10])=[O:9])[CH2:27][CH2:26]1)=[O:24])([CH3:21])([CH3:19])[CH3:20]. The catalyst class is: 3.